The task is: Binary Classification. Given a T-cell receptor sequence (or CDR3 region) and an epitope sequence, predict whether binding occurs between them.. This data is from TCR-epitope binding with 47,182 pairs between 192 epitopes and 23,139 TCRs. (1) The epitope is ILGLPTQTV. The TCR CDR3 sequence is CASSQAAGLKNEQYF. Result: 1 (the TCR binds to the epitope). (2) The epitope is IVTDFSVIK. The TCR CDR3 sequence is CASSSRTGYDGYTF. Result: 1 (the TCR binds to the epitope).